Dataset: Forward reaction prediction with 1.9M reactions from USPTO patents (1976-2016). Task: Predict the product of the given reaction. (1) Given the reactants [Cl:1][C:2]1[CH:3]=[C:4]2[N:24](CO)[C:23]([O:27][C@H:28]3[C@H:32]4[O:33][CH2:34][C@@H:35]([OH:36])[C@H:31]4[O:30][CH2:29]3)=[CH:22][C:5]2=[N:6][C:7]=1[C:8]1[CH:13]=[CH:12][C:11]([C:14]2([CH2:17][S:18]([CH3:21])(=[O:20])=[O:19])[CH2:16][CH2:15]2)=[CH:10][CH:9]=1.C(N)CN, predict the reaction product. The product is: [Cl:1][C:2]1[CH:3]=[C:4]2[NH:24][C:23]([O:27][C@H:28]3[C@H:32]4[O:33][CH2:34][C@@H:35]([OH:36])[C@H:31]4[O:30][CH2:29]3)=[CH:22][C:5]2=[N:6][C:7]=1[C:8]1[CH:13]=[CH:12][C:11]([C:14]2([CH2:17][S:18]([CH3:21])(=[O:20])=[O:19])[CH2:16][CH2:15]2)=[CH:10][CH:9]=1. (2) Given the reactants [CH:1]([Cl:3])=[CH2:2].[C:4]([O:7][CH:8]=[CH2:9])(=[O:6])[CH3:5].S(OOS([O-])(=O)=O)([O-])(=O)=O.[K+].[K+].C1(S(OCCCCCCCCCCCC)(=O)=O)C=CC=CC=1.[Na], predict the reaction product. The product is: [C:4]([O:7][CH:8]=[CH2:9])(=[O:6])[CH3:5].[CH:1]([Cl:3])=[CH2:2]. (3) Given the reactants [N:1]1[CH:6]=[CH:5][C:4]([CH2:7][OH:8])=[CH:3][CH:2]=1.[Si:9](Cl)([C:12]([CH3:15])([CH3:14])[CH3:13])([CH3:11])[CH3:10].N1C=CN=C1, predict the reaction product. The product is: [O:8]([CH2:7][C:4]1[CH:5]=[CH:6][N:1]=[CH:2][CH:3]=1)[Si:9]([C:12]([CH3:15])([CH3:14])[CH3:13])([CH3:11])[CH3:10].